Dataset: NCI-60 drug combinations with 297,098 pairs across 59 cell lines. Task: Regression. Given two drug SMILES strings and cell line genomic features, predict the synergy score measuring deviation from expected non-interaction effect. (1) Drug 1: C1C(C(OC1N2C=NC3=C(N=C(N=C32)Cl)N)CO)O. Synergy scores: CSS=3.22, Synergy_ZIP=-6.92, Synergy_Bliss=-0.553, Synergy_Loewe=-27.5, Synergy_HSA=-6.54. Drug 2: CS(=O)(=O)CCNCC1=CC=C(O1)C2=CC3=C(C=C2)N=CN=C3NC4=CC(=C(C=C4)OCC5=CC(=CC=C5)F)Cl. Cell line: MALME-3M. (2) Drug 1: C1=C(C(=O)NC(=O)N1)F. Drug 2: C1=CC(=CC=C1CC(C(=O)O)N)N(CCCl)CCCl.Cl. Cell line: OVCAR-4. Synergy scores: CSS=46.3, Synergy_ZIP=4.13, Synergy_Bliss=6.57, Synergy_Loewe=0.318, Synergy_HSA=4.13. (3) Drug 1: CS(=O)(=O)CCNCC1=CC=C(O1)C2=CC3=C(C=C2)N=CN=C3NC4=CC(=C(C=C4)OCC5=CC(=CC=C5)F)Cl. Drug 2: C1CN1C2=NC(=NC(=N2)N3CC3)N4CC4. Cell line: M14. Synergy scores: CSS=17.4, Synergy_ZIP=0.270, Synergy_Bliss=2.92, Synergy_Loewe=-14.1, Synergy_HSA=1.47. (4) Drug 1: C1=CC(=CC=C1CC(C(=O)O)N)N(CCCl)CCCl.Cl. Drug 2: C1=CC(=CC=C1C#N)C(C2=CC=C(C=C2)C#N)N3C=NC=N3. Cell line: M14. Synergy scores: CSS=-3.44, Synergy_ZIP=0.309, Synergy_Bliss=-6.14, Synergy_Loewe=-9.50, Synergy_HSA=-9.70. (5) Synergy scores: CSS=27.0, Synergy_ZIP=-0.465, Synergy_Bliss=-1.85, Synergy_Loewe=-14.5, Synergy_HSA=-1.63. Drug 2: CC(C1=C(C=CC(=C1Cl)F)Cl)OC2=C(N=CC(=C2)C3=CN(N=C3)C4CCNCC4)N. Cell line: TK-10. Drug 1: C1=CC(=C2C(=C1NCCNCCO)C(=O)C3=C(C=CC(=C3C2=O)O)O)NCCNCCO. (6) Drug 1: CC1=C2C(C(=O)C3(C(CC4C(C3C(C(C2(C)C)(CC1OC(=O)C(C(C5=CC=CC=C5)NC(=O)OC(C)(C)C)O)O)OC(=O)C6=CC=CC=C6)(CO4)OC(=O)C)O)C)O. Drug 2: CC1=C(C(=CC=C1)Cl)NC(=O)C2=CN=C(S2)NC3=CC(=NC(=N3)C)N4CCN(CC4)CCO. Cell line: A549. Synergy scores: CSS=9.90, Synergy_ZIP=-3.45, Synergy_Bliss=-1.60, Synergy_Loewe=-1.05, Synergy_HSA=0.335. (7) Drug 1: C1=C(C(=O)NC(=O)N1)N(CCCl)CCCl. Drug 2: CC(C)(C#N)C1=CC(=CC(=C1)CN2C=NC=N2)C(C)(C)C#N. Cell line: NCIH23. Synergy scores: CSS=26.6, Synergy_ZIP=-0.447, Synergy_Bliss=0.0475, Synergy_Loewe=0.875, Synergy_HSA=1.13.